Dataset: Ames mutagenicity test results for genotoxicity prediction. Task: Regression/Classification. Given a drug SMILES string, predict its toxicity properties. Task type varies by dataset: regression for continuous values (e.g., LD50, hERG inhibition percentage) or binary classification for toxic/non-toxic outcomes (e.g., AMES mutagenicity, cardiotoxicity, hepatotoxicity). Dataset: ames. (1) The drug is CCOC(C)(C)C. The result is 0 (non-mutagenic). (2) The compound is CN(Cc1ccc(F)cc1)N=O. The result is 1 (mutagenic).